This data is from Forward reaction prediction with 1.9M reactions from USPTO patents (1976-2016). The task is: Predict the product of the given reaction. (1) Given the reactants [CH2:1]([NH2:12])[CH2:2][CH2:3][CH2:4][CH2:5][CH2:6][CH2:7][CH2:8][CH2:9][CH2:10][NH2:11].[C:13](#[N:16])[CH:14]=[CH2:15], predict the reaction product. The product is: [C:13]([CH2:14][CH2:15][N:12]([CH2:3][CH2:2][C:1]#[N:12])[CH2:1][CH2:2][CH2:3][CH2:4][CH2:5][CH2:6][CH2:7][CH2:8][CH2:9][CH2:10][N:11]([CH2:8][CH2:9][C:10]#[N:11])[CH2:15][CH2:14][C:13]#[N:16])#[N:16]. (2) Given the reactants [F:1][C:2]([F:21])([F:20])[C:3]1[CH:8]=[CH:7][C:6]([CH:9]2[CH2:14][C:13](=[O:15])[NH:12][C:11]([CH3:16])=[C:10]2[C:17](O)=[O:18])=[CH:5][CH:4]=1.[NH2:22][C:23]1[CH:24]=[C:25]2[C:29](=[CH:30][CH:31]=1)[NH:28][N:27]=[C:26]2[CH3:32].C(Cl)CCl.CCN(CC)CC, predict the reaction product. The product is: [CH3:16][C:11]1[NH:12][C:13](=[O:15])[CH2:14][CH:9]([C:6]2[CH:5]=[CH:4][C:3]([C:2]([F:20])([F:21])[F:1])=[CH:8][CH:7]=2)[C:10]=1[C:17]([NH:22][C:23]1[CH:24]=[C:25]2[C:29](=[CH:30][CH:31]=1)[NH:28][N:27]=[C:26]2[CH3:32])=[O:18]. (3) The product is: [C:1]([O:5][C:6]([N:8]1[CH2:13][CH2:12][CH:11]([C:14]2[CH:18]=[CH:17][O:16][C:15]=2[CH2:19][OH:20])[CH2:10][CH2:9]1)=[O:7])([CH3:4])([CH3:2])[CH3:3]. Given the reactants [C:1]([O:5][C:6]([N:8]1[CH2:13][CH2:12][CH:11]([C:14]2[CH:18]=[CH:17][O:16][C:15]=2[C:19](OC)=[O:20])[CH2:10][CH2:9]1)=[O:7])([CH3:4])([CH3:3])[CH3:2].[H-].[H-].[H-].[H-].[Li+].[Al+3].O.[OH-].[Na+], predict the reaction product. (4) Given the reactants [C:1](Cl)(=[O:5])[O:2][CH2:3][CH3:4].[NH2:7][C:8]1[C:9]2[CH2:15][N:14]([C:16]([O:18][C:19]([CH3:22])([CH3:21])[CH3:20])=[O:17])[CH2:13][C:10]=2[NH:11][N:12]=1.C(N(C(C)C)CC)(C)C, predict the reaction product. The product is: [NH2:7][C:8]1[C:9]2[CH2:15][N:14]([C:16]([O:18][C:19]([CH3:22])([CH3:21])[CH3:20])=[O:17])[CH2:13][C:10]=2[N:11]([C:1]([O:2][CH2:3][CH3:4])=[O:5])[N:12]=1.